Dataset: Reaction yield outcomes from USPTO patents with 853,638 reactions. Task: Predict the reaction yield, written as a fraction of the theoretical maximum amount of product (1.0 means a 100% yield; for example, 0.34 means a 34% yield). (1) The reactants are [C:1]([O:5][C:6]([N:8]1[CH2:13][CH2:12][C:11]([C:16]2[CH:21]=[CH:20][C:19]([Cl:22])=[CH:18][CH:17]=2)([C:14]#[N:15])[CH2:10][CH2:9]1)=[O:7])([CH3:4])([CH3:3])[CH3:2].[H][H]. The catalyst is C(O)C.[Ni]. The product is [C:1]([O:5][C:6]([N:8]1[CH2:9][CH2:10][C:11]([CH2:14][NH2:15])([C:16]2[CH:21]=[CH:20][C:19]([Cl:22])=[CH:18][CH:17]=2)[CH2:12][CH2:13]1)=[O:7])([CH3:4])([CH3:3])[CH3:2]. The yield is 0.690. (2) The reactants are [C:1]([O:7][C:8]([CH3:11])([CH3:10])[CH3:9])(=[O:6])[CH2:2][C:3]([CH3:5])=O.[Cl:12][C:13]1[CH:20]=[CH:19][CH:18]=[CH:17][C:14]=1[CH:15]=O.[NH4+:21].[OH-:22]. The catalyst is CCO. The product is [Cl:12][C:13]1[CH:20]=[CH:19][CH:18]=[CH:17][C:14]=1[CH:15]1[C:2]([C:1]([O:7][C:8]([CH3:11])([CH3:10])[CH3:9])=[O:6])=[C:3]([CH3:5])[NH:21][C:3]([CH3:5])=[C:2]1[C:1]([O:7][C:8]([CH3:11])([CH3:10])[CH3:9])=[O:22]. The yield is 0.320. (3) The reactants are [CH:1]([O:4][C:5]1[CH:10]=[CH:9][C:8]([C:11]2[CH:16]=[CH:15][C:14]([S:17]([CH3:20])(=[O:19])=[O:18])=[CH:13][CH:12]=2)=[CH:7][C:6]=1[OH:21])([CH3:3])[CH3:2].C(=O)([O-])[O-].[K+].[K+].[I-].[CH3:29][CH2:30][CH2:31][CH3:32]. The catalyst is CC(CC)=O.[I-].C([N+](CCCC)(CCCC)CCCC)CCC. The product is [CH2:29]([O:21][C:6]1[CH:7]=[C:8]([C:11]2[CH:16]=[CH:15][C:14]([S:17]([CH3:20])(=[O:18])=[O:19])=[CH:13][CH:12]=2)[CH:9]=[CH:10][C:5]=1[O:4][CH:1]([CH3:3])[CH3:2])[CH2:30][CH2:31][CH3:32]. The yield is 0.880. (4) The reactants are Cl[C:2]1[CH:7]=[CH:6][N:5]=[C:4]2[C:8]([CH3:11])=[CH:9][S:10][C:3]=12.[C:12]([N:15]1[CH2:20][CH2:19][CH:18]([C:21]2[N:22]=[C:23]([NH:26][C:27]3[N:32]=[CH:31][C:30]([S:33]CCC(OC)=O)=[CH:29][C:28]=3[O:40][C:41]3[CH:46]=[CH:45][CH:44]=[CH:43][CH:42]=3)[S:24][CH:25]=2)[CH2:17][CH2:16]1)(=[O:14])[CH3:13].CC([O-])(C)C.[K+]. The catalyst is CS(C)=O. The product is [CH3:11][C:8]1[C:4]2=[N:5][CH:6]=[CH:7][C:2]([S:33][C:30]3[CH:29]=[C:28]([O:40][C:41]4[CH:46]=[CH:45][CH:44]=[CH:43][CH:42]=4)[C:27]([NH:26][C:23]4[S:24][CH:25]=[C:21]([CH:18]5[CH2:19][CH2:20][N:15]([C:12](=[O:14])[CH3:13])[CH2:16][CH2:17]5)[N:22]=4)=[N:32][CH:31]=3)=[C:3]2[S:10][CH:9]=1. The yield is 0.440. (5) The reactants are [CH3:1][O:2][C:3]1[CH:4]=[C:5]2[C:10](=[CH:11][C:12]=1[O:13][CH3:14])[N:9]=[CH:8][N:7]=[C:6]2[O:15][C:16]1[CH:22]=[CH:21][C:19]([NH2:20])=[C:18]([CH3:23])[CH:17]=1.ClC(Cl)(O[C:28](=[O:34])OC(Cl)(Cl)Cl)Cl.[CH2:36]([NH2:39])[CH2:37][CH3:38].CO. The catalyst is C(Cl)(Cl)Cl.C(N(CC)CC)C. The product is [CH3:1][O:2][C:3]1[CH:4]=[C:5]2[C:10](=[CH:11][C:12]=1[O:13][CH3:14])[N:9]=[CH:8][N:7]=[C:6]2[O:15][C:16]1[CH:22]=[CH:21][C:19]([NH:20][C:28]([NH:39][CH2:36][CH2:37][CH3:38])=[O:34])=[C:18]([CH3:23])[CH:17]=1. The yield is 0.470.